Dataset: Forward reaction prediction with 1.9M reactions from USPTO patents (1976-2016). Task: Predict the product of the given reaction. (1) Given the reactants [C@@H:1]1([C:10]([OH:12])=[O:11])[CH2:6][CH2:5][CH2:4][CH2:3][C@H:2]1[C:7]([OH:9])=O, predict the reaction product. The product is: [C:10]1(=[O:11])[C@@H:1]2[CH2:6][CH2:5][CH2:4][CH2:3][C@H:2]2[C:7](=[O:9])[O:12]1. (2) Given the reactants [C:1]([O:5][C:6]([N:8]1[CH2:13][CH2:12][N:11]([C:14]2[N:22]([C:23]3[CH:28]=[CH:27][CH:26]=[CH:25][C:24]=3[CH:29]=[CH2:30])[C:21]3[C:20](=[O:31])[N:19](COC(=O)C(C)(C)C)[C:18](=[O:40])[N:17]([CH3:41])[C:16]=3[N:15]=2)[CH2:10][CH2:9]1)=[O:7])([CH3:4])([CH3:3])[CH3:2].[H-].[Na+].Cl, predict the reaction product. The product is: [C:1]([O:5][C:6]([N:8]1[CH2:13][CH2:12][N:11]([C:14]2[N:22]([C:23]3[CH:28]=[CH:27][CH:26]=[CH:25][C:24]=3[CH:29]=[CH2:30])[C:21]3[C:20](=[O:31])[NH:19][C:18](=[O:40])[N:17]([CH3:41])[C:16]=3[N:15]=2)[CH2:10][CH2:9]1)=[O:7])([CH3:4])([CH3:3])[CH3:2]. (3) Given the reactants [F:1][C:2]1[CH:11]=[CH:10][CH:9]=[C:8]2[C:3]=1[C:4]([OH:26])=[C:5]([C:15]([NH:17][CH2:18][C:19]([O:21]C(C)(C)C)=[O:20])=[O:16])[C:6](=[O:14])[C:7]2([CH3:13])[CH3:12], predict the reaction product. The product is: [F:1][C:2]1[CH:11]=[CH:10][CH:9]=[C:8]2[C:3]=1[C:4]([OH:26])=[C:5]([C:15]([NH:17][CH2:18][C:19]([OH:21])=[O:20])=[O:16])[C:6](=[O:14])[C:7]2([CH3:13])[CH3:12]. (4) Given the reactants [Br:1][C:2]1[CH:3]=[C:4]([CH:7]=[CH:8][CH:9]=1)[C:5]#[N:6].Br[Mg][C:12]1[CH:17]=[CH:16][CH:15]=[CH:14][CH:13]=1.CO.[BH4-].[Na+], predict the reaction product. The product is: [Br:1][C:2]1[CH:3]=[C:4]([CH:5]([C:12]2[CH:17]=[CH:16][CH:15]=[CH:14][CH:13]=2)[NH2:6])[CH:7]=[CH:8][CH:9]=1. (5) The product is: [C:1]([O:5][C:6](=[O:20])[NH:7][C:8]1[CH:13]=[C:12]([CH3:14])[C:11]([C:15]([F:18])([F:17])[F:16])=[CH:10][C:9]=1[NH:19][C:26](=[O:25])[CH2:27][C:28]([C:30]1[CH:35]=[CH:34][CH:33]=[C:32]([C:36]2[CH:41]=[C:40]([CH2:42][O:43][CH:44]3[CH2:49][CH2:48][CH2:47][CH2:46][O:45]3)[N:39]=[C:38]([CH3:50])[CH:37]=2)[CH:31]=1)=[O:29])([CH3:4])([CH3:2])[CH3:3]. Given the reactants [C:1]([O:5][C:6](=[O:20])[NH:7][C:8]1[CH:13]=[C:12]([CH3:14])[C:11]([C:15]([F:18])([F:17])[F:16])=[CH:10][C:9]=1[NH2:19])([CH3:4])([CH3:3])[CH3:2].C([O:25][C:26](=O)[CH2:27][C:28]([C:30]1[CH:35]=[CH:34][CH:33]=[C:32]([C:36]2[CH:41]=[C:40]([CH2:42][O:43][CH:44]3[CH2:49][CH2:48][CH2:47][CH2:46][O:45]3)[N:39]=[C:38]([CH3:50])[CH:37]=2)[CH:31]=1)=[O:29])(C)(C)C, predict the reaction product. (6) Given the reactants Cl[C:2]1[CH:10]=[C:9]([NH:11][C:12]2[CH:17]=[CH:16][C:15]([C:18]([N:20]3[CH2:25][CH2:24][O:23][CH2:22][CH2:21]3)=[O:19])=[CH:14][CH:13]=2)[C:5]([C:6]([NH2:8])=[O:7])=[C:4]([O:26][CH2:27][CH2:28][CH3:29])[N:3]=1.[NH:30]1[CH2:35][CH2:34][CH2:33][C@@H:32]([NH:36][C:37](=[O:43])[O:38][C:39]([CH3:42])([CH3:41])[CH3:40])[CH2:31]1.C(OCC)(=O)C, predict the reaction product. The product is: [C:6]([C:5]1[C:9]([NH:11][C:12]2[CH:17]=[CH:16][C:15]([C:18]([N:20]3[CH2:25][CH2:24][O:23][CH2:22][CH2:21]3)=[O:19])=[CH:14][CH:13]=2)=[CH:10][C:2]([N:30]2[CH2:35][CH2:34][CH2:33][C@@H:32]([NH:36][C:37](=[O:43])[O:38][C:39]([CH3:41])([CH3:40])[CH3:42])[CH2:31]2)=[N:3][C:4]=1[O:26][CH2:27][CH2:28][CH3:29])(=[O:7])[NH2:8]. (7) Given the reactants [CH3:1][C:2]1[CH:6]=[C:5]([C:7]([O:9][CH2:10][CH3:11])=[O:8])[NH:4][N:3]=1.C1C(=O)N([I:19])C(=O)C1, predict the reaction product. The product is: [I:19][C:6]1[C:5]([C:7]([O:9][CH2:10][CH3:11])=[O:8])=[N:4][NH:3][C:2]=1[CH3:1]. (8) Given the reactants [S:1]1[CH:5]=[CH:4][CH:3]=[C:2]1[C:6]([OH:8])=O.C1C=CC2N(O)N=NC=2C=1.CCN=C=NCCCN(C)C.[NH2:30][C@@H:31]([CH2:36][CH2:37][CH2:38][CH2:39][CH2:40][C:41]([O:43][C:44]([CH3:47])([CH3:46])[CH3:45])=[O:42])[C:32]([O:34][CH3:35])=[O:33], predict the reaction product. The product is: [S:1]1[CH:5]=[CH:4][CH:3]=[C:2]1[C:6]([NH:30][C@@H:31]([CH2:36][CH2:37][CH2:38][CH2:39][CH2:40][C:41]([O:43][C:44]([CH3:47])([CH3:46])[CH3:45])=[O:42])[C:32]([O:34][CH3:35])=[O:33])=[O:8]. (9) Given the reactants C1(C)C=CC=CC=1.[CH2:8]([O:15][C:16]1[CH:25]=[C:24]2[C:19]([C:20]([O:26][C:27]3[CH:32]=[CH:31][C:30]([NH2:33])=[C:29]([F:34])[CH:28]=3)=[CH:21][CH:22]=[N:23]2)=[CH:18][C:17]=1[C:35]#[N:36])[C:9]1[CH:14]=[CH:13][CH:12]=[CH:11][CH:10]=1.[F:37][C:38]1[CH:43]=[CH:42][C:41]([N:44]=[C:45]=[O:46])=[CH:40][CH:39]=1, predict the reaction product. The product is: [CH2:8]([O:15][C:16]1[CH:25]=[C:24]2[C:19]([C:20]([O:26][C:27]3[CH:32]=[CH:31][C:30]([NH:33][C:45]([NH:44][C:41]4[CH:42]=[CH:43][C:38]([F:37])=[CH:39][CH:40]=4)=[O:46])=[C:29]([F:34])[CH:28]=3)=[CH:21][CH:22]=[N:23]2)=[CH:18][C:17]=1[C:35]#[N:36])[C:9]1[CH:14]=[CH:13][CH:12]=[CH:11][CH:10]=1.